This data is from Catalyst prediction with 721,799 reactions and 888 catalyst types from USPTO. The task is: Predict which catalyst facilitates the given reaction. (1) Reactant: Br[C:2]1[CH:7]=[CH:6][C:5]([S:8]([NH:11][CH2:12][CH3:13])(=[O:10])=[O:9])=[CH:4][C:3]=1[F:14].[C:15]([C:17]1[N:21]([CH3:22])[C:20](B(O)O)=[CH:19][CH:18]=1)#[N:16].[F-].[K+].C(P(C(C)(C)C)C(C)(C)C)(C)(C)C. Product: [C:15]([C:17]1[N:21]([CH3:22])[C:20]([C:2]2[CH:7]=[CH:6][C:5]([S:8]([NH:11][CH2:12][CH3:13])(=[O:10])=[O:9])=[CH:4][C:3]=2[F:14])=[CH:19][CH:18]=1)#[N:16]. The catalyst class is: 110. (2) Reactant: [CH2:1]([C:3]1[N:4]([CH2:23][C:24]([OH:27])([CH3:26])[CH3:25])[C:5]2[C:14]3[CH:13]=[CH:12][C:11]([CH2:15][CH2:16][C:17]([N:19]([CH3:21])[CH3:20])=[O:18])=[CH:10][C:9]=3[N:8]=[CH:7][C:6]=2[N:22]=1)[CH3:2].ClC1C=C(C=CC=1)C(OO)=O.[OH-].[NH4+:40].C1(C)C=CC(S(Cl)(=O)=O)=CC=1. Product: [NH2:40][C:7]1[C:6]2[N:22]=[C:3]([CH2:1][CH3:2])[N:4]([CH2:23][C:24]([OH:27])([CH3:26])[CH3:25])[C:5]=2[C:14]2[CH:13]=[CH:12][C:11]([CH2:15][CH2:16][C:17]([N:19]([CH3:21])[CH3:20])=[O:18])=[CH:10][C:9]=2[N:8]=1. The catalyst class is: 4. (3) Reactant: [Cl:1][C:2]1[C:7]([CH3:8])=[C:6](Cl)[N:5]=[CH:4][N:3]=1.[C:10]1(B(O)O)[CH:15]=[CH:14][CH:13]=[CH:12][CH:11]=1.C1(P(C2CCCCC2)C2CCCCC2)CCCCC1.C(=O)([O-])[O-].[Cs+].[Cs+]. Product: [Cl:1][C:2]1[C:7]([CH3:8])=[C:6]([C:10]2[CH:15]=[CH:14][CH:13]=[CH:12][CH:11]=2)[N:5]=[CH:4][N:3]=1. The catalyst class is: 102. (4) Reactant: [F:1][C:2]1[CH:28]=[CH:27][C:5]2[C:6]([CH:9]3[CH2:14][CH2:13][N:12]([CH2:15][CH2:16][NH:17][C:18]4[CH:23]=[N:22][N:21]([CH3:24])[C:20](=[O:25])[C:19]=4Cl)[CH2:11][CH2:10]3)=N[O:8][C:4]=2[CH:3]=1.C[OH:30].[OH-].[Na+]. Product: [F:1][C:2]1[CH:28]=[CH:27][C:5]([C:6]([CH:9]2[CH2:14][CH2:13][N:12]([CH2:15][CH2:16][NH:17][C:18]3[CH:23]=[N:22][N:21]([CH3:24])[C:20](=[O:25])[CH:19]=3)[CH2:11][CH2:10]2)=[O:30])=[C:4]([OH:8])[CH:3]=1. The catalyst class is: 386. (5) Reactant: Cl[C:2]1[C:7]([C:8]([OH:10])=[O:9])=[CH:6][N:5]=[CH:4][CH:3]=1.[Br:11][C:12]1[C:17]([Cl:18])=[CH:16][C:15]([OH:19])=[C:14]([Cl:20])[CH:13]=1.C(=O)([O-])[O-].[Cs+].[Cs+]. Product: [Br:11][C:12]1[C:17]([Cl:18])=[CH:16][C:15]([O:19][C:2]2[C:7]([C:8]([OH:10])=[O:9])=[CH:6][N:5]=[CH:4][CH:3]=2)=[C:14]([Cl:20])[CH:13]=1. The catalyst class is: 673.